The task is: Regression. Given two drug SMILES strings and cell line genomic features, predict the synergy score measuring deviation from expected non-interaction effect.. This data is from NCI-60 drug combinations with 297,098 pairs across 59 cell lines. (1) Drug 1: CN(C)C1=NC(=NC(=N1)N(C)C)N(C)C. Drug 2: C1=NNC2=C1C(=O)NC=N2. Cell line: HT29. Synergy scores: CSS=-2.69, Synergy_ZIP=3.39, Synergy_Bliss=7.79, Synergy_Loewe=-0.532, Synergy_HSA=1.06. (2) Drug 2: CN1C(=O)N2C=NC(=C2N=N1)C(=O)N. Drug 1: CC1=C(C=C(C=C1)NC2=NC=CC(=N2)N(C)C3=CC4=NN(C(=C4C=C3)C)C)S(=O)(=O)N.Cl. Synergy scores: CSS=1.19, Synergy_ZIP=0.628, Synergy_Bliss=0.780, Synergy_Loewe=-5.39, Synergy_HSA=-2.83. Cell line: MALME-3M. (3) Drug 1: C1=NC2=C(N=C(N=C2N1C3C(C(C(O3)CO)O)F)Cl)N. Drug 2: C1CN(CCN1C(=O)CCBr)C(=O)CCBr. Cell line: OVCAR-4. Synergy scores: CSS=3.63, Synergy_ZIP=1.19, Synergy_Bliss=3.56, Synergy_Loewe=-0.932, Synergy_HSA=-0.549.